This data is from Forward reaction prediction with 1.9M reactions from USPTO patents (1976-2016). The task is: Predict the product of the given reaction. (1) Given the reactants [N:1]1[N:5]2[CH:6]=[CH:7][N:8]=[C:9]([N:10]3[CH2:14][CH2:13][C@H:12]([NH:15]C(=O)OC(C)(C)C)[CH2:11]3)[C:4]2=[CH:3][CH:2]=1.Cl, predict the reaction product. The product is: [N:1]1[N:5]2[CH:6]=[CH:7][N:8]=[C:9]([N:10]3[CH2:14][CH2:13][C@H:12]([NH2:15])[CH2:11]3)[C:4]2=[CH:3][CH:2]=1. (2) The product is: [Br:22][C:23]1[CH:32]=[C:31]2[C:26]([C:27]([C:6]3[CH:7]=[C:8]([F:9])[C:3]([CH:2]([F:1])[F:21])=[CH:4][C:5]=3[O:19][CH3:20])=[N:28][CH:29]=[N:30]2)=[CH:25][CH:24]=1. Given the reactants [F:1][CH:2]([F:21])[C:3]1[C:8]([F:9])=[CH:7][C:6](B2OC(C)(C)C(C)(C)O2)=[C:5]([O:19][CH3:20])[CH:4]=1.[Br:22][C:23]1[CH:32]=[C:31]2[C:26]([C:27](Cl)=[N:28][CH:29]=[N:30]2)=[CH:25][CH:24]=1.C(=O)([O-])[O-].[K+].[K+].O, predict the reaction product. (3) Given the reactants C(OC(=O)[NH:10][C@H:11]1[C:20]2[C:15](=[CH:16][CH:17]=[CH:18][CH:19]=2)[N:14]([C:21](=[O:31])[C:22]2[CH:27]=[CH:26][C:25]([N:28]([CH3:30])[CH3:29])=[CH:24][CH:23]=2)[C@@H:13]([CH3:32])[CH2:12]1)C1C=CC=CC=1, predict the reaction product. The product is: [CH3:30][N:28]([CH3:29])[C:25]1[CH:24]=[CH:23][C:22]([C:21]([N:14]2[C:15]3[C:20](=[CH:19][CH:18]=[CH:17][CH:16]=3)[C@H:11]([NH2:10])[CH2:12][C@@H:13]2[CH3:32])=[O:31])=[CH:27][CH:26]=1. (4) Given the reactants C(OC(=O)[NH:7][C:8]1[O:9][CH2:10][CH2:11][C@:12]([C:15]2[CH:20]=[C:19]([NH2:21])[CH:18]=[CH:17][C:16]=2[F:22])([CH3:14])[N:13]=1)(C)(C)C.[Cl:24][C:25]1[C:26]([C:32](O)=[O:33])=[N:27][CH:28]=[C:29]([Cl:31])[CH:30]=1, predict the reaction product. The product is: [NH2:7][C:8]1[O:9][CH2:10][CH2:11][C@:12]([C:15]2[CH:20]=[C:19]([NH:21][C:32]([C:26]3[C:25]([Cl:24])=[CH:30][C:29]([Cl:31])=[CH:28][N:27]=3)=[O:33])[CH:18]=[CH:17][C:16]=2[F:22])([CH3:14])[N:13]=1. (5) Given the reactants CS(O[CH2:6][CH2:7][CH:8]([S:13][CH3:14])[C:9]([F:12])([F:11])[F:10])(=O)=O.[F:15][C:16]([F:28])([F:27])[CH2:17][CH2:18][S:19]([CH2:22][C:23]([O:25][CH3:26])=[O:24])(=[O:21])=[O:20].[H-].[Na+].Cl, predict the reaction product. The product is: [F:12][C:9]([F:10])([F:11])[CH:8]([S:13][CH3:14])[CH2:7][CH2:6][CH:22]([S:19]([CH2:18][CH2:17][C:16]([F:27])([F:28])[F:15])(=[O:21])=[O:20])[C:23]([O:25][CH3:26])=[O:24]. (6) Given the reactants [Cl:1][C:2]1[CH:7]=[CH:6][N:5]=[C:4]2[NH:8][CH:9]=[CH:10][C:3]=12.[Br-:11].[Br-:12].[Br-].[NH+]1C=CC=CC=1.[NH+]1C=CC=CC=1.[NH+]1C=CC=CC=1.C([OH:36])(C)(C)C, predict the reaction product. The product is: [Br:11][C:10]1([Br:12])[C:3]2[C:4](=[N:5][CH:6]=[CH:7][C:2]=2[Cl:1])[NH:8][C:9]1=[O:36].